From a dataset of Catalyst prediction with 721,799 reactions and 888 catalyst types from USPTO. Predict which catalyst facilitates the given reaction. (1) The catalyst class is: 2. Reactant: [C:1]([NH:8][C@H:9]([C:11]([OH:13])=[O:12])[CH3:10])([O:3][C:4]([CH3:7])([CH3:6])[CH3:5])=[O:2].[Cl:14][C:15]1[CH:20]=[CH:19][C:18]([C:21]2[S:29][C:28]3[C:27](=[O:30])[N:26]([C:31]4[CH:36]=[CH:35][C:34]([O:37][CH2:38][C:39]5(O)[CH2:42][C:41]([F:44])([F:43])[CH2:40]5)=[C:33]([O:46][CH3:47])[CH:32]=4)[CH:25]=[N:24][C:23]=3[CH:22]=2)=[CH:17][CH:16]=1.C(N=C=NC(C)C)(C)C. Product: [C:4]([O:3][C:1]([NH:8][C@@H:9]([CH3:10])[C:11]([O:13][C:39]1([CH2:38][O:37][C:34]2[CH:35]=[CH:36][C:31]([N:26]3[C:27](=[O:30])[C:28]4[S:29][C:21]([C:18]5[CH:17]=[CH:16][C:15]([Cl:14])=[CH:20][CH:19]=5)=[CH:22][C:23]=4[N:24]=[CH:25]3)=[CH:32][C:33]=2[O:46][CH3:47])[CH2:40][C:41]([F:44])([F:43])[CH2:42]1)=[O:12])=[O:2])([CH3:7])([CH3:5])[CH3:6]. (2) Reactant: [F:1][C:2]1[C:9]([CH3:10])=[CH:8][C:5](C=O)=[CH:4][C:3]=1[CH3:11].C1C=C(Cl)C=C([C:19]([O:21]O)=[O:20])C=1. Product: [F:1][C:2]1[C:3]([CH3:11])=[CH:4][C:5]([O:21][CH:19]=[O:20])=[CH:8][C:9]=1[CH3:10]. The catalyst class is: 2. (3) Reactant: [Cl:1][C:2]1[CH:7]=[CH:6][C:5]([C:8]([OH:39])([C:33]2[N:37]([CH3:38])[CH:36]=[N:35][CH:34]=2)[C:9]2[CH:10]=[C:11]3[C:16](=[N:17][CH:18]=2)[N:15]([CH3:19])[C:14](=[O:20])[CH:13]=[C:12]3[C:21]2[CH:26]=[CH:25][CH:24]=[C:23]([C:27]#[C:28][Si](C)(C)C)[CH:22]=2)=[CH:4][CH:3]=1.[OH-].[Na+].C(O)(=O)CC(CC(O)=O)(C(O)=O)O.C([O-])(O)=O.[Na+]. Product: [Cl:1][C:2]1[CH:7]=[CH:6][C:5]([C:8]([OH:39])([C:33]2[N:37]([CH3:38])[CH:36]=[N:35][CH:34]=2)[C:9]2[CH:10]=[C:11]3[C:16](=[N:17][CH:18]=2)[N:15]([CH3:19])[C:14](=[O:20])[CH:13]=[C:12]3[C:21]2[CH:26]=[CH:25][CH:24]=[C:23]([C:27]#[CH:28])[CH:22]=2)=[CH:4][CH:3]=1. The catalyst class is: 1. (4) Reactant: [O:1]=[C:2]1[N:7]2[N:8]=[C:9]3[C:14]([CH:13]=[CH:12][CH:11]=[CH:10]3)=[C:6]2[NH:5][C:4]([CH:15]2[CH2:20][CH2:19][N:18](C(OC(C)(C)C)=O)[CH2:17][CH2:16]2)=[CH:3]1.CO.[ClH:30]. Product: [ClH:30].[NH:18]1[CH2:19][CH2:20][CH:15]([C:4]2[N:5]3[N:8]=[C:9]4[C:14]([CH:13]=[CH:12][CH:11]=[CH:10]4)=[C:6]3[NH:7][C:2](=[O:1])[CH:3]=2)[CH2:16][CH2:17]1. The catalyst class is: 12.